Dataset: Full USPTO retrosynthesis dataset with 1.9M reactions from patents (1976-2016). Task: Predict the reactants needed to synthesize the given product. (1) Given the product [Br:1][C:2]1[CH:3]=[N:4][N:5]([C:7]([CH3:12])([CH3:11])[C:8]([NH:17][CH2:13][CH:14]([CH3:16])[CH3:15])=[O:10])[CH:6]=1, predict the reactants needed to synthesize it. The reactants are: [Br:1][C:2]1[CH:3]=[N:4][N:5]([C:7]([CH3:12])([CH3:11])[C:8]([OH:10])=O)[CH:6]=1.[CH2:13]([NH2:17])[CH:14]([CH3:16])[CH3:15]. (2) Given the product [Br:1][C:2]1[C:3]([F:12])=[CH:4][C:5]2[S:9][C:8]([NH:10][C:16]([NH:15][CH2:13][CH3:14])=[O:17])=[N:7][C:6]=2[CH:11]=1, predict the reactants needed to synthesize it. The reactants are: [Br:1][C:2]1[C:3]([F:12])=[CH:4][C:5]2[S:9][C:8]([NH2:10])=[N:7][C:6]=2[CH:11]=1.[CH2:13]([N:15]=[C:16]=[O:17])[CH3:14].O. (3) Given the product [OH:13][C@@H:8]1[C@@H:9]([CH2:11][OH:12])[O:10][C@H:4]2[C@H:5]([N:6]=[C:2]([NH:1][C:15](=[O:22])[C:16]3[CH:21]=[CH:20][CH:19]=[CH:18][CH:17]=3)[S:3]2)[C@H:7]1[OH:14], predict the reactants needed to synthesize it. The reactants are: [NH2:1][C:2]1[S:3][C@H:4]2[O:10][C@H:9]([CH2:11][OH:12])[C@@H:8]([OH:13])[C@H:7]([OH:14])[C@H:5]2[N:6]=1.[C:15](Cl)(=[O:22])[C:16]1[CH:21]=[CH:20][CH:19]=[CH:18][CH:17]=1. (4) Given the product [CH3:18][N:1]1[CH:5]=[C:4]([C:6]([O:8][CH3:9])=[O:7])[C:3]([C:10]([O:12][CH3:13])=[O:11])=[N:2]1, predict the reactants needed to synthesize it. The reactants are: [NH:1]1[CH:5]=[C:4]([C:6]([O:8][CH3:9])=[O:7])[C:3]([C:10]([O:12][CH3:13])=[O:11])=[N:2]1.[H-].[Na+].CI.[CH3:18]COC(C)=O. (5) Given the product [Cl:25][C:19]1[CH:20]=[CH:21][CH:22]=[C:23]([Cl:24])[C:18]=1[C:13]1[CH:12]=[CH:11][C:10]2[C:15](=[CH:16][CH:17]=[C:8]([CH2:7][CH:2]([NH:1][C:40]3[C:41](=[O:47])[C:42](=[O:43])[C:39]=3[O:38][CH:35]([CH3:37])[CH3:36])[C:3]([O:5][CH3:6])=[O:4])[CH:9]=2)[N:14]=1, predict the reactants needed to synthesize it. The reactants are: [NH2:1][CH:2]([CH2:7][C:8]1[CH:9]=[C:10]2[C:15](=[CH:16][CH:17]=1)[N:14]=[C:13]([C:18]1[C:23]([Cl:24])=[CH:22][CH:21]=[CH:20][C:19]=1[Cl:25])[CH:12]=[CH:11]2)[C:3]([O:5][CH3:6])=[O:4].CCN(C(C)C)C(C)C.[CH:35]([O:38][C:39]1[C:40](=O)[C:41](=[O:47])[C:42]=1[O:43]C(C)C)([CH3:37])[CH3:36]. (6) Given the product [CH2:1]([N:8]1[CH2:9][C:10]([F:21])([F:22])[CH2:11][C:17]([F:20])([F:19])[CH2:18]1)[C:2]1[CH:3]=[CH:4][CH:5]=[CH:6][CH:7]=1, predict the reactants needed to synthesize it. The reactants are: [CH2:1]([N:8]1[CH2:18][C:17]([F:20])([F:19])[C:11]2(SCCCS2)[C:10]([F:22])([F:21])[CH2:9]1)[C:2]1[CH:7]=[CH:6][CH:5]=[CH:4][CH:3]=1.